The task is: Regression. Given two drug SMILES strings and cell line genomic features, predict the synergy score measuring deviation from expected non-interaction effect.. This data is from NCI-60 drug combinations with 297,098 pairs across 59 cell lines. (1) Drug 1: CCN(CC)CCNC(=O)C1=C(NC(=C1C)C=C2C3=C(C=CC(=C3)F)NC2=O)C. Drug 2: C(=O)(N)NO. Cell line: EKVX. Synergy scores: CSS=3.40, Synergy_ZIP=-3.35, Synergy_Bliss=-3.41, Synergy_Loewe=-5.29, Synergy_HSA=-5.29. (2) Drug 1: CC1=C(C=C(C=C1)C(=O)NC2=CC(=CC(=C2)C(F)(F)F)N3C=C(N=C3)C)NC4=NC=CC(=N4)C5=CN=CC=C5. Drug 2: CCCCCOC(=O)NC1=NC(=O)N(C=C1F)C2C(C(C(O2)C)O)O. Cell line: T-47D. Synergy scores: CSS=-12.8, Synergy_ZIP=2.67, Synergy_Bliss=-3.80, Synergy_Loewe=-10.3, Synergy_HSA=-10.9.